From a dataset of Merck oncology drug combination screen with 23,052 pairs across 39 cell lines. Regression. Given two drug SMILES strings and cell line genomic features, predict the synergy score measuring deviation from expected non-interaction effect. (1) Drug 1: N#Cc1ccc(Cn2cncc2CN2CCN(c3cccc(Cl)c3)C(=O)C2)cc1. Drug 2: C=CCn1c(=O)c2cnc(Nc3ccc(N4CCN(C)CC4)cc3)nc2n1-c1cccc(C(C)(C)O)n1. Cell line: UACC62. Synergy scores: synergy=17.0. (2) Drug 1: O=P1(N(CCCl)CCCl)NCCCO1. Drug 2: COC1=C2CC(C)CC(OC)C(O)C(C)C=C(C)C(OC(N)=O)C(OC)C=CC=C(C)C(=O)NC(=CC1=O)C2=O. Cell line: HT29. Synergy scores: synergy=2.55. (3) Cell line: NCIH520. Synergy scores: synergy=23.6. Drug 2: Cc1nc(Nc2ncc(C(=O)Nc3c(C)cccc3Cl)s2)cc(N2CCN(CCO)CC2)n1. Drug 1: CN(C)C(=N)N=C(N)N. (4) Drug 1: O=C(NOCC(O)CO)c1ccc(F)c(F)c1Nc1ccc(I)cc1F. Drug 2: CCC1(O)C(=O)OCc2c1cc1n(c2=O)Cc2cc3c(CN(C)C)c(O)ccc3nc2-1. Cell line: A2058. Synergy scores: synergy=16.1. (5) Drug 1: CCC1=CC2CN(C1)Cc1c([nH]c3ccccc13)C(C(=O)OC)(c1cc3c(cc1OC)N(C)C1C(O)(C(=O)OC)C(OC(C)=O)C4(CC)C=CCN5CCC31C54)C2. Drug 2: CNC(=O)c1cc(Oc2ccc(NC(=O)Nc3ccc(Cl)c(C(F)(F)F)c3)cc2)ccn1. Cell line: MDAMB436. Synergy scores: synergy=-16.4.